From a dataset of Full USPTO retrosynthesis dataset with 1.9M reactions from patents (1976-2016). Predict the reactants needed to synthesize the given product. (1) Given the product [C:1]([O:5][C:6](=[O:21])[C@H:7]([CH2:16][CH2:17][CH2:18][CH2:19][CH3:20])[C@H:8]([O:15][CH3:22])[CH2:9][CH2:10][CH2:11][CH2:12][CH2:13][CH3:14])([CH3:3])([CH3:4])[CH3:2], predict the reactants needed to synthesize it. The reactants are: [C:1]([O:5][C:6](=[O:21])[C@H:7]([CH2:16][CH2:17][CH2:18][CH2:19][CH3:20])[C@H:8]([OH:15])[CH2:9][CH2:10][CH2:11][CH2:12][CH2:13][CH3:14])([CH3:4])([CH3:3])[CH3:2].[C:22](C1C=CC=C(C(C)(C)C)N=1)(C)(C)C.O(C)S(C(F)(F)F)(=O)=O.[Cl-].[NH4+]. (2) Given the product [CH2:24]([N:23]([CH2:16][C:17]1[CH:22]=[CH:21][CH:20]=[CH:19][CH:18]=1)[S:12]([C:8]1[CH:7]=[CH:6][C:5]2[C:10](=[CH:11][C:2]([Br:1])=[CH:3][CH:4]=2)[CH:9]=1)(=[O:14])=[O:13])[C:25]1[CH:30]=[CH:29][CH:28]=[CH:27][CH:26]=1, predict the reactants needed to synthesize it. The reactants are: [Br:1][C:2]1[CH:11]=[C:10]2[C:5]([CH:6]=[CH:7][C:8]([S:12](Cl)(=[O:14])=[O:13])=[CH:9]2)=[CH:4][CH:3]=1.[CH2:16]([NH:23][CH2:24][C:25]1[CH:30]=[CH:29][CH:28]=[CH:27][CH:26]=1)[C:17]1[CH:22]=[CH:21][CH:20]=[CH:19][CH:18]=1.CCN(CC)CC. (3) The reactants are: [F:1][C:2]1[CH:7]=[CH:6][C:5]([CH2:8][CH2:9][NH2:10])=[CH:4][CH:3]=1.Cl[C:12]1[CH:17]=[C:16]([C:18]2[CH:23]=[CH:22][CH:21]=[C:20]([CH3:24])[C:19]=2[CH3:25])[N:15]=[C:14]([NH2:26])[N:13]=1. Given the product [CH3:25][C:19]1[C:20]([CH3:24])=[CH:21][CH:22]=[CH:23][C:18]=1[C:16]1[N:15]=[C:14]([NH2:26])[N:13]=[C:12]([NH:10][CH2:9][CH2:8][C:5]2[CH:6]=[CH:7][C:2]([F:1])=[CH:3][CH:4]=2)[CH:17]=1, predict the reactants needed to synthesize it.